This data is from Reaction yield outcomes from USPTO patents with 853,638 reactions. The task is: Predict the reaction yield, written as a fraction of the theoretical maximum amount of product (1.0 means a 100% yield; for example, 0.34 means a 34% yield). (1) The reactants are Br[C:2]1[CH:3]=[CH:4][C:5]([NH2:8])=[N:6][CH:7]=1.[OH:9][C:10]1[CH:11]=[C:12]([CH:17]=[CH:18][CH:19]=1)[C:13]([O:15][CH3:16])=[O:14].CN(C)CC(O)=O.C([O-])([O-])=O.[Cs+].[Cs+]. The catalyst is O1CCOCC1.[Cu]I. The product is [NH2:8][C:5]1[N:6]=[CH:7][C:2]([O:9][C:10]2[CH:11]=[C:12]([CH:17]=[CH:18][CH:19]=2)[C:13]([O:15][CH3:16])=[O:14])=[CH:3][CH:4]=1. The yield is 0.500. (2) The reactants are [C:1]([O:5][C:6](=[O:9])[NH:7][CH3:8])([CH3:4])([CH3:3])[CH3:2].[H-].[Na+].[Br:12][C:13]1[CH:18]=[CH:17][CH:16]=[C:15]([N+:19]([O-:21])=[O:20])[C:14]=1[CH2:22]Br. No catalyst specified. The product is [C:1]([O:5][C:6](=[O:9])[N:7]([CH2:22][C:14]1[C:15]([N+:19]([O-:21])=[O:20])=[CH:16][CH:17]=[CH:18][C:13]=1[Br:12])[CH3:8])([CH3:4])([CH3:3])[CH3:2]. The yield is 0.840. (3) The reactants are [F:1][C:2]1[CH:7]=[CH:6][C:5]([C:8]2[O:9][C:10]3[CH:20]=[CH:19][C:18](B(O)O)=[CH:17][C:11]=3[C:12]=2[C:13](=[O:16])[NH:14][CH3:15])=[CH:4][CH:3]=1.[O:24]=[C:25]1[CH:30]=[N:29][C:28]([C:31]([O:33][CH3:34])=[O:32])=[CH:27][NH:26]1.N1C=CC=CC=1. The catalyst is CO.C(S([O-])(=O)=O)(F)(F)F.C(S([O-])(=O)=O)(F)(F)F.[Cu+2]. The product is [F:1][C:2]1[CH:7]=[CH:6][C:5]([C:8]2[O:9][C:10]3[CH:20]=[CH:19][C:18]([N:26]4[C:25](=[O:24])[CH:30]=[N:29][C:28]([C:31]([O:33][CH3:34])=[O:32])=[CH:27]4)=[CH:17][C:11]=3[C:12]=2[C:13](=[O:16])[NH:14][CH3:15])=[CH:4][CH:3]=1. The yield is 0.724. (4) The catalyst is CS(C)=O. The reactants are [OH:1][C:2]1[CH:3]=[CH:4][C:5]([C:8]([OH:10])=O)=[N:6][CH:7]=1.C1N=CN(C(N2C=NC=C2)=O)C=1.[CH2:23]([N:27]1[C:35]2[N:34]=[C:33]([Cl:36])[NH:32][C:31]=2[C:30](=[O:37])[N:29]([CH2:38][CH2:39][CH2:40][CH2:41]/[C:42](=[N:45]/[H])/[NH:43]O)[C:28]1=[O:47])[CH2:24][CH2:25][CH3:26]. The yield is 0.240. The product is [CH2:23]([N:27]1[C:35]2[N:34]=[C:33]([Cl:36])[NH:32][C:31]=2[C:30](=[O:37])[N:29]([CH2:38][CH2:39][CH2:40][CH2:41][C:42]2[N:43]=[C:8]([C:5]3[CH:4]=[CH:3][C:2]([OH:1])=[CH:7][N:6]=3)[O:10][N:45]=2)[C:28]1=[O:47])[CH2:24][CH2:25][CH3:26]. (5) The reactants are [OH-].[Na+].[Cl:3][C:4]1[CH:5]=[C:6]([CH:24]=[CH:25][C:26]=1[NH:27][C:28]([NH:30][CH2:31][CH3:32])=[O:29])[O:7][C:8]1[C:17]2[C:12](=[CH:13][C:14]([O:22][CH3:23])=[C:15]([C:18]([O:20]C)=[O:19])[CH:16]=2)[N:11]=[CH:10][CH:9]=1.Cl. The catalyst is CO. The product is [Cl:3][C:4]1[CH:5]=[C:6]([CH:24]=[CH:25][C:26]=1[NH:27][C:28]([NH:30][CH2:31][CH3:32])=[O:29])[O:7][C:8]1[C:17]2[C:12](=[CH:13][C:14]([O:22][CH3:23])=[C:15]([C:18]([OH:20])=[O:19])[CH:16]=2)[N:11]=[CH:10][CH:9]=1. The yield is 0.940.